Dataset: Reaction yield outcomes from USPTO patents with 853,638 reactions. Task: Predict the reaction yield, written as a fraction of the theoretical maximum amount of product (1.0 means a 100% yield; for example, 0.34 means a 34% yield). The reactants are [CH3:1][O:2][C:3](=[O:12])[C:4]1[CH:9]=[CH:8][C:7]([CH:10]=[O:11])=[CH:6][CH:5]=1.[CH2:13]([Mg]Cl)[CH:14]([CH3:16])[CH3:15]. The catalyst is O1CCCC1. The product is [OH:11][CH:10]([C:7]1[CH:8]=[CH:9][C:4]([C:3]([O:2][CH3:1])=[O:12])=[CH:5][CH:6]=1)[CH2:13][CH:14]([CH3:16])[CH3:15]. The yield is 0.190.